This data is from Forward reaction prediction with 1.9M reactions from USPTO patents (1976-2016). The task is: Predict the product of the given reaction. Given the reactants [CH:1]1([CH:7]([NH:26][C:27]2[CH:32]=[CH:31][C:30]([C:33]([N:35]([CH3:43])[CH2:36][CH2:37][C:38]([O:40][CH2:41][CH3:42])=[O:39])=[O:34])=[CH:29][CH:28]=2)[C:8]2[CH:12]=[C:11]([C:13]3[CH:18]=[CH:17][C:16]([O:19][CH2:20][CH2:21][CH2:22][S:23][CH3:24])=[CH:15][CH:14]=3)[O:10][C:9]=2[CH3:25])[CH2:6][CH2:5][CH2:4][CH2:3][CH2:2]1.[OH:44]OS([O-])=O.[K+], predict the reaction product. The product is: [CH:1]1([CH:7]([NH:26][C:27]2[CH:32]=[CH:31][C:30]([C:33]([N:35]([CH3:43])[CH2:36][CH2:37][C:38]([O:40][CH2:41][CH3:42])=[O:39])=[O:34])=[CH:29][CH:28]=2)[C:8]2[CH:12]=[C:11]([C:13]3[CH:14]=[CH:15][C:16]([O:19][CH2:20][CH2:21][CH2:22][S:23]([CH3:24])=[O:44])=[CH:17][CH:18]=3)[O:10][C:9]=2[CH3:25])[CH2:6][CH2:5][CH2:4][CH2:3][CH2:2]1.